This data is from Forward reaction prediction with 1.9M reactions from USPTO patents (1976-2016). The task is: Predict the product of the given reaction. Given the reactants [C-:1]#[N:2].[Na+].[NH2:4][C:5]1[CH:10]=[CH:9][C:8]([CH3:11])=[CH:7][CH:6]=1.[CH3:12][C:13]([CH3:15])=O.C(OCC)(=O)C, predict the reaction product. The product is: [CH3:12][C:13]([NH:4][C:5]1[CH:10]=[CH:9][C:8]([CH3:11])=[CH:7][CH:6]=1)([CH3:15])[C:1]#[N:2].